This data is from Full USPTO retrosynthesis dataset with 1.9M reactions from patents (1976-2016). The task is: Predict the reactants needed to synthesize the given product. (1) Given the product [Cl:29][C:26]1[CH:27]=[CH:28][C:23]([CH2:22][C@@H:3]([NH:2][C:49]([C@@H:40]2[CH2:41][C:42]3[C:47](=[CH:46][CH:45]=[CH:44][CH:43]=3)[CH2:48][N:39]2[C:52]([O:54][C:55]([CH3:58])([CH3:57])[CH3:56])=[O:53])=[O:50])[C:4](=[O:5])[N:6]2[CH2:11][CH2:10][CH:9]([C:12]3[CH:17]=[CH:16][CH:15]=[CH:14][C:13]=3[C:18]([F:21])([F:19])[F:20])[CH2:8][CH2:7]2)=[CH:24][CH:25]=1, predict the reactants needed to synthesize it. The reactants are: Cl.[NH2:2][C@H:3]([CH2:22][C:23]1[CH:28]=[CH:27][C:26]([Cl:29])=[CH:25][CH:24]=1)[C:4]([N:6]1[CH2:11][CH2:10][CH:9]([C:12]2[CH:17]=[CH:16][CH:15]=[CH:14][C:13]=2[C:18]([F:21])([F:20])[F:19])[CH2:8][CH2:7]1)=[O:5].CCN(C(C)C)C(C)C.[N:39]1([C:52]([O:54][C:55]([CH3:58])([CH3:57])[CH3:56])=[O:53])[CH2:48][C:47]2[C:42](=[CH:43][CH:44]=[CH:45][CH:46]=2)[CH2:41][C@H:40]1[C:49](O)=[O:50].C1C=NC2N(O)N=NC=2C=1.C(Cl)CCl. (2) Given the product [NH:31]1[CH2:32][CH2:33][CH:28]([C:25]2[CH:24]=[CH:23][C:22]([C:19]3[CH:20]=[C:21]4[C:13]([C:11]5[CH:10]=[N:9][N:8]([CH2:7][C:4]6[CH:3]=[CH:2][N:1]=[CH:6][CH:5]=6)[CH:12]=5)=[CH:14][NH:15][C:16]4=[N:17][CH:18]=3)=[CH:27][CH:26]=2)[CH2:29][CH2:30]1, predict the reactants needed to synthesize it. The reactants are: [N:1]1[CH:6]=[CH:5][C:4]([CH2:7][N:8]2[CH:12]=[C:11]([C:13]3[C:21]4[C:16](=[N:17][CH:18]=[C:19]([C:22]5[CH:27]=[CH:26][C:25]([CH:28]6[CH2:33][CH2:32][N:31](C(OC(C)(C)C)=O)[CH2:30][CH2:29]6)=[CH:24][CH:23]=5)[CH:20]=4)[NH:15][CH:14]=3)[CH:10]=[N:9]2)=[CH:3][CH:2]=1.